Dataset: Catalyst prediction with 721,799 reactions and 888 catalyst types from USPTO. Task: Predict which catalyst facilitates the given reaction. (1) Reactant: [N+:1]([C:4]1[CH:5]=[CH:6][C:7]2[S:11][N:10]=[C:9]([N:12]3[CH:16]=[CH:15][C:14]([CH3:17])=[N:13]3)[C:8]=2[CH:18]=1)([O-])=O.C(=O)(O)[O-].[Na+].C(#N)C.S(S([O-])=O)([O-])=O.[Na+].[Na+]. Product: [NH2:1][C:4]1[CH:5]=[CH:6][C:7]2[S:11][N:10]=[C:9]([N:12]3[CH:16]=[CH:15][C:14]([CH3:17])=[N:13]3)[C:8]=2[CH:18]=1. The catalyst class is: 84. (2) Reactant: [CH3:1][O:2][C:3]1[CH:4]=[C:5]([C:13]2[CH:22]=[C:21]3[C:16]([CH:17]=[CH:18][CH:19]=[N:20]3)=[C:15](OS(C(F)(F)F)(=O)=O)[N:14]=2)[CH:6]=[C:7]([O:11][CH3:12])[C:8]=1[O:9][CH3:10].[NH2:31][CH2:32][C:33]1[O:37][C:36](=[O:38])[NH:35][N:34]=1.C(NC(C)C)(C)C. Product: [CH3:1][O:2][C:3]1[CH:4]=[C:5]([C:13]2[CH:22]=[C:21]3[C:16]([CH:17]=[CH:18][CH:19]=[N:20]3)=[C:15]([NH:31][CH2:32][C:33]3[O:37][C:36](=[O:38])[NH:35][N:34]=3)[N:14]=2)[CH:6]=[C:7]([O:11][CH3:12])[C:8]=1[O:9][CH3:10]. The catalyst class is: 44.